This data is from Full USPTO retrosynthesis dataset with 1.9M reactions from patents (1976-2016). The task is: Predict the reactants needed to synthesize the given product. (1) Given the product [CH3:1][C:2]1[C:3]([C:11]#[N:12])=[CH:4][C:5]2[N:9]=[CH:8][N:7]([CH:19]3[CH2:20][CH2:21][CH2:22][CH2:23][O:18]3)[C:6]=2[CH:10]=1, predict the reactants needed to synthesize it. The reactants are: [CH3:1][C:2]1[C:3]([C:11]#[N:12])=[CH:4][C:5]2[N:9]=[CH:8][NH:7][C:6]=2[CH:10]=1.C1COCC1.[O:18]1[CH:23]=[CH:22][CH2:21][CH2:20][CH2:19]1.CC1C=CC(S(O)(=O)=O)=CC=1.O. (2) Given the product [F:33][C:2]([F:1])([F:32])[C:3]1[C:4]([C:9]2[N:18]=[C:17]3[C:12]([C:13]([NH:21][C:22]4[CH:27]=[CH:26][C:25]([C:28]([F:29])([F:30])[F:31])=[CH:24][N:23]=4)=[CH:14][C:15]([C:19]([NH2:20])=[O:34])=[N:16]3)=[CH:11][CH:10]=2)=[N:5][CH:6]=[CH:7][CH:8]=1, predict the reactants needed to synthesize it. The reactants are: [F:1][C:2]([F:33])([F:32])[C:3]1[C:4]([C:9]2[N:18]=[C:17]3[C:12]([C:13]([NH:21][C:22]4[CH:27]=[CH:26][C:25]([C:28]([F:31])([F:30])[F:29])=[CH:24][N:23]=4)=[CH:14][C:15]([C:19]#[N:20])=[N:16]3)=[CH:11][CH:10]=2)=[N:5][CH:6]=[CH:7][CH:8]=1.[OH:34]S(O)(=O)=O. (3) Given the product [Br:16][C:17]1[CH:26]=[C:25]2[C:20]([C:21](=[O:38])[N:22]([N:27]([C:28]3[CH:33]=[C:32]([Cl:34])[CH:31]=[CH:30][C:29]=3[S:35][CH2:36][CH3:37])[C:9](=[O:10])[O:11][C:12]([CH3:13])([CH3:14])[CH3:15])[CH:23]=[N:24]2)=[CH:19][C:18]=1[CH3:39], predict the reactants needed to synthesize it. The reactants are: [CH3:13][C:12]([O:11][C:9](O[C:9]([O:11][C:12]([CH3:15])([CH3:14])[CH3:13])=[O:10])=[O:10])([CH3:15])[CH3:14].[Br:16][C:17]1[CH:26]=[C:25]2[C:20]([C:21](=[O:38])[N:22]([NH:27][C:28]3[CH:33]=[C:32]([Cl:34])[CH:31]=[CH:30][C:29]=3[S:35][CH2:36][CH3:37])[CH:23]=[N:24]2)=[CH:19][C:18]=1[CH3:39].